This data is from Reaction yield outcomes from USPTO patents with 853,638 reactions. The task is: Predict the reaction yield, written as a fraction of the theoretical maximum amount of product (1.0 means a 100% yield; for example, 0.34 means a 34% yield). (1) The reactants are [F:8][C:7]([F:10])([F:9])[C:6](O[C:6](=[O:11])[C:7]([F:10])([F:9])[F:8])=[O:11].[C:14]([O:18][C:19](=[O:34])[NH:20][C:21]1[CH:22]=[C:23]2[C:28](=[CH:29][CH:30]=1)[NH:27][C:26]([CH3:32])([CH3:31])[CH:25]=[C:24]2[CH3:33])([CH3:17])([CH3:16])[CH3:15]. The catalyst is ClCCl.N1C=CC=CC=1. The product is [C:14]([O:18][C:19](=[O:34])[NH:20][C:21]1[CH:22]=[C:23]2[C:28](=[CH:29][CH:30]=1)[N:27]([C:6](=[O:11])[C:7]([F:8])([F:9])[F:10])[C:26]([CH3:32])([CH3:31])[CH:25]=[C:24]2[CH3:33])([CH3:17])([CH3:15])[CH3:16]. The yield is 0.730. (2) The yield is 0.760. No catalyst specified. The reactants are Br[CH2:2][C:3]1[CH:8]=[CH:7][CH:6]=[CH:5][C:4]=1[CH2:9]Br.[SH:11][CH2:12][CH2:13][OH:14]. The product is [OH:14][CH2:13][CH2:12][S:11][CH2:2][C:3]1[CH:8]=[CH:7][CH:6]=[CH:5][C:4]=1[CH2:9][S:11][CH2:12][CH2:13][OH:14]. (3) The reactants are [C:1]1([OH:11])[C:10]2[CH2:9][CH2:8][CH2:7][CH2:6][C:5]=2[CH:4]=[CH:3][CH:2]=1.[C:12](=O)([O-:14])[O-:13].[K+].[K+].C(=O)=O. The catalyst is O.CC(C)=O. The product is [OH:11][C:1]1[C:10]2[CH2:9][CH2:8][CH2:7][CH2:6][C:5]=2[CH:4]=[CH:3][C:2]=1[C:12]([OH:14])=[O:13]. The yield is 0.900. (4) The reactants are [CH3:1][O:2][C:3](=[O:13])[C:4]1[CH:9]=[CH:8][C:7]([OH:10])=[C:6]([F:11])[C:5]=1[F:12].[Na+].[I-].C([O-])([O-])=O.[K+].[K+].Br[CH2:23][CH:24]1[CH2:26][CH2:25]1. The catalyst is CC(C)=O. The product is [CH3:1][O:2][C:3](=[O:13])[C:4]1[CH:9]=[CH:8][C:7]([O:10][CH2:23][CH:24]2[CH2:26][CH2:25]2)=[C:6]([F:11])[C:5]=1[F:12]. The yield is 0.840. (5) The reactants are [F:1][C:2]([F:19])([F:18])[C:3]1[CH:12]=[C:11]([OH:13])[C:10]2[C:5](=[C:6]([C:14]([F:17])([F:16])[F:15])[CH:7]=[CH:8][CH:9]=2)[N:4]=1.Br[CH2:21][C:22]1[CH:27]=[CH:26][C:25]([B:28]2[O:32][C:31]([CH3:34])([CH3:33])[C:30]([CH3:36])([CH3:35])[O:29]2)=[CH:24][CH:23]=1.C([O-])([O-])=O.[K+].[K+].O. The catalyst is CN(C=O)C. The product is [CH3:33][C:31]1([CH3:34])[C:30]([CH3:35])([CH3:36])[O:29][B:28]([C:25]2[CH:24]=[CH:23][C:22]([CH2:21][O:13][C:11]3[C:10]4[C:5](=[C:6]([C:14]([F:15])([F:16])[F:17])[CH:7]=[CH:8][CH:9]=4)[N:4]=[C:3]([C:2]([F:18])([F:1])[F:19])[CH:12]=3)=[CH:27][CH:26]=2)[O:32]1. The yield is 0.730. (6) The reactants are [Br:1][C:2]1[CH:3]=[C:4]([S:8](Cl)(=[O:10])=[O:9])[CH:5]=[CH:6][CH:7]=1.[NH2:12][C:13]1[CH:18]=[CH:17][CH:16]=[CH:15][C:14]=1[S:19]([NH2:22])(=[O:21])=[O:20]. The catalyst is N1C=CC=CC=1.CCOC(C)=O. The product is [Br:1][C:2]1[CH:3]=[C:4]([S:8]([NH:12][C:13]2[CH:18]=[CH:17][CH:16]=[CH:15][C:14]=2[S:19]([NH2:22])(=[O:20])=[O:21])(=[O:10])=[O:9])[CH:5]=[CH:6][CH:7]=1. The yield is 0.480.